Dataset: Reaction yield outcomes from USPTO patents with 853,638 reactions. Task: Predict the reaction yield, written as a fraction of the theoretical maximum amount of product (1.0 means a 100% yield; for example, 0.34 means a 34% yield). (1) The reactants are C([N:4]1[CH:9]([CH3:10])[CH2:8][N:7]([C:11]2[CH:16]=[CH:15][C:14]([C:17]3[NH:26][C:25](=[O:27])[C:24]4[C:19](=[CH:20][C:21]([O:30][CH3:31])=[CH:22][C:23]=4[O:28][CH3:29])[N:18]=3)=[CH:13][CH:12]=2)[CH2:6][CH:5]1[CH3:32])(=O)C.[OH-].[Na+]. The catalyst is Cl. The product is [CH3:10][C@H:9]1[NH:4][C@@H:5]([CH3:32])[CH2:6][N:7]([C:11]2[CH:16]=[CH:15][C:14]([C:17]3[NH:26][C:25](=[O:27])[C:24]4[C:19](=[CH:20][C:21]([O:30][CH3:31])=[CH:22][C:23]=4[O:28][CH3:29])[N:18]=3)=[CH:13][CH:12]=2)[CH2:8]1. The yield is 0.300. (2) The reactants are [CH3:1][S:2]([CH2:5][C:6](=[CH2:10])[C:7]([OH:9])=[O:8])(=[O:4])=[O:3]. The catalyst is CO.[Pd]. The product is [CH3:10][CH:6]([CH2:5][S:2]([CH3:1])(=[O:4])=[O:3])[C:7]([OH:9])=[O:8]. The yield is 0.960. (3) The reactants are C(P(C(C)(C)C)C1C(C)=C(C)C(C)=C(C)C=1C1C(C(C)C)=CC(C(C)C)=CC=1C(C)C)(C)(C)C.[O-]P([O-])([O-])=O.[K+].[K+].[K+].FC(F)(S(O[C:59]1[CH:68]=[CH:67][C:66]2[C:61](=[CH:62][CH:63]=[C:64]([C:69]3[CH:74]=[C:73]([N:75]4[CH:80]=[CH:79][C:78](=[O:81])[NH:77][C:76]4=[O:82])[CH:72]=[C:71]([C:83]([CH3:86])([CH3:85])[CH3:84])[C:70]=3[O:87][CH3:88])[CH:65]=2)[CH:60]=1)(=O)=O)C(F)(F)C(F)(F)C(F)(F)F.[CH3:90][S:91]([NH2:94])(=[O:93])=[O:92]. The catalyst is C1C=CC(/C=C/C(/C=C/C2C=CC=CC=2)=O)=CC=1.C1C=CC(/C=C/C(/C=C/C2C=CC=CC=2)=O)=CC=1.C1C=CC(/C=C/C(/C=C/C2C=CC=CC=2)=O)=CC=1.[Pd].[Pd].C(O)(CC)(C)C. The product is [C:83]([C:71]1[C:70]([O:87][CH3:88])=[C:69]([C:64]2[CH:65]=[C:66]3[C:61](=[CH:62][CH:63]=2)[CH:60]=[C:59]([NH:94][S:91]([CH3:90])(=[O:93])=[O:92])[CH:68]=[CH:67]3)[CH:74]=[C:73]([N:75]2[CH:80]=[CH:79][C:78](=[O:81])[NH:77][C:76]2=[O:82])[CH:72]=1)([CH3:85])([CH3:84])[CH3:86]. The yield is 0.730. (4) The product is [CH3:25][O:26][C:27](=[O:39])[C:28]1[C:33]([NH:34][C:35](=[O:37])[CH3:36])=[CH:32][CH:31]=[C:30]([N:38]2[C:11]([CH3:12])=[CH:10][CH:9]=[C:8]2[C:6]2[CH:7]=[C:2]([Cl:1])[CH:3]=[CH:4][C:5]=2[O:15][CH2:16][C:17]2[CH:22]=[CH:21][CH:20]=[C:19]([F:23])[C:18]=2[F:24])[CH:29]=1. The catalyst is C(#N)C.C(Cl)Cl. The reactants are [Cl:1][C:2]1[CH:3]=[CH:4][C:5]([O:15][CH2:16][C:17]2[CH:22]=[CH:21][CH:20]=[C:19]([F:23])[C:18]=2[F:24])=[C:6]([C:8](=O)[CH2:9][CH2:10][C:11](=O)[CH3:12])[CH:7]=1.[CH3:25][O:26][C:27](=[O:39])[C:28]1[C:33]([NH:34][C:35](=[O:37])[CH3:36])=[CH:32][CH:31]=[C:30]([NH2:38])[CH:29]=1.CC1C=CC(S(O)(=O)=O)=CC=1. The yield is 0.500. (5) The reactants are [CH2:1]([N:3]([C:15]1[C:24]([O:25][CH2:26][CH2:27][CH2:28][CH2:29][CH2:30][CH3:31])=[CH:23][C:22]2[C:21]([CH3:33])([CH3:32])[CH2:20][CH:19]=[C:18]([CH3:34])[C:17]=2[CH:16]=1)[C:4]1[CH:14]=[CH:13][C:7]([C:8]([O:10]CC)=[O:9])=[CH:6][CH:5]=1)[CH3:2].[OH-].[K+]. No catalyst specified. The product is [CH2:1]([N:3]([C:15]1[C:24]([O:25][CH2:26][CH2:27][CH2:28][CH2:29][CH2:30][CH3:31])=[CH:23][C:22]2[C:21]([CH3:32])([CH3:33])[CH2:20][CH:19]=[C:18]([CH3:34])[C:17]=2[CH:16]=1)[C:4]1[CH:14]=[CH:13][C:7]([C:8]([OH:10])=[O:9])=[CH:6][CH:5]=1)[CH3:2]. The yield is 0.270. (6) The reactants are Br[C:2]1[CH:11]=[CH:10][C:5]([C:6]([O:8][CH3:9])=[O:7])=[C:4]([Cl:12])[CH:3]=1.[N+:13]([C:16]1[CH:21]=[CH:20][C:19](B(O)O)=[CH:18][CH:17]=1)([O-:15])=[O:14].C([O-])([O-])=O.[Na+].[Na+].ClCCl. The catalyst is C1(C)C=CC=CC=1.CCOC(C)=O.O.O1CCOCC1. The product is [Cl:12][C:4]1[CH:3]=[C:2]([C:19]2[CH:20]=[CH:21][C:16]([N+:13]([O-:15])=[O:14])=[CH:17][CH:18]=2)[CH:11]=[CH:10][C:5]=1[C:6]([O:8][CH3:9])=[O:7]. The yield is 0.590. (7) The reactants are [H-].[Na+].[CH2:3]([O:6][C:7]1[CH:8]=[C:9]([O:15][S:16]([C:19]([F:22])([F:21])[F:20])(=[O:18])=[O:17])[CH:10]=[CH:11][C:12]=1[CH:13]=O)[CH:4]=[CH2:5].[CH2:23]1COCC1. The catalyst is [Br-].C[P+](C1C=CC=CC=1)(C1C=CC=CC=1)C1C=CC=CC=1.CCCCCC. The product is [CH2:3]([O:6][C:7]1[CH:8]=[C:9]([O:15][S:16]([C:19]([F:22])([F:21])[F:20])(=[O:18])=[O:17])[CH:10]=[CH:11][C:12]=1[CH:13]=[CH2:23])[CH:4]=[CH2:5]. The yield is 0.530.